From a dataset of Forward reaction prediction with 1.9M reactions from USPTO patents (1976-2016). Predict the product of the given reaction. (1) Given the reactants [NH:1]1[C:9]2[C:4](=[CH:5][CH:6]=[CH:7][CH:8]=2)[CH:3]=[CH:2]1.BrC1C=CC=C2C=1NC=C2.C([N:27]1[CH2:32][CH2:31][NH:30][CH2:29][CH2:28]1)(OC(C)(C)C)=O.C(O)(C(F)(F)F)=O, predict the reaction product. The product is: [N:27]1([C:8]2[CH:7]=[CH:6][CH:5]=[C:4]3[C:9]=2[NH:1][CH:2]=[CH:3]3)[CH2:32][CH2:31][NH:30][CH2:29][CH2:28]1. (2) Given the reactants [Cl:1][C:2]1[CH:3]=[C:4]([C@H:8]([NH:10][C:11](=O)[C:12]2[CH:17]=[CH:16][C:15]([O:18][CH3:19])=[C:14]([S:20]([N:23]3[CH2:28][CH2:27][O:26][CH2:25][CH2:24]3)(=[O:22])=[O:21])[CH:13]=2)[CH3:9])[CH:5]=[CH:6][CH:7]=1.B, predict the reaction product. The product is: [CH3:19][O:18][C:15]1[CH:16]=[CH:17][C:12]([CH2:11][NH:10][C@@H:8]([C:4]2[CH:5]=[CH:6][CH:7]=[C:2]([Cl:1])[CH:3]=2)[CH3:9])=[CH:13][C:14]=1[S:20]([N:23]1[CH2:24][CH2:25][O:26][CH2:27][CH2:28]1)(=[O:22])=[O:21].